The task is: Predict the product of the given reaction.. This data is from Forward reaction prediction with 1.9M reactions from USPTO patents (1976-2016). (1) Given the reactants C([O-])([O-])=O.[K+].[K+].I[CH2:8][CH3:9].[CH3:10][O:11][C:12](=[O:24])[C:13]1[CH:22]=[C:21]([OH:23])[CH:20]=[C:15]([C:16]([O:18][CH3:19])=[O:17])[CH:14]=1, predict the reaction product. The product is: [CH3:19][O:18][C:16](=[O:17])[C:15]1[CH:20]=[C:21]([O:23][CH2:8][CH3:9])[CH:22]=[C:13]([C:12]([O:11][CH3:10])=[O:24])[CH:14]=1. (2) Given the reactants Cl[CH2:2][C:3]1[C:4]([S:9][CH:10]2[CH2:13][CH2:12][CH2:11]2)=[N:5][CH:6]=[CH:7][CH:8]=1.C([O:16][C:17]([CH:19]1[CH2:21][CH:20]1[C:22]1[CH:27]=[CH:26][C:25]([OH:28])=[C:24]([F:29])[CH:23]=1)=[O:18])C, predict the reaction product. The product is: [CH:10]1([S:9][C:4]2[C:3]([CH2:2][O:28][C:25]3[CH:26]=[CH:27][C:22]([CH:20]4[CH2:21][CH:19]4[C:17]([OH:18])=[O:16])=[CH:23][C:24]=3[F:29])=[CH:8][CH:7]=[CH:6][N:5]=2)[CH2:13][CH2:12][CH2:11]1. (3) Given the reactants [C:1]([C:4]1[C:13]([N:14]2[CH2:19][CH2:18][N:17]([CH2:20][C:21]([N:23]([CH3:25])[CH3:24])=[O:22])[CH2:16][CH2:15]2)=[C:12]2[C:7]([CH:8]=[CH:9][CH:10]=[N:11]2)=[C:6]([Cl:26])[CH:5]=1)(=O)[CH3:2].C([O-])(=O)C.[NH4+].C([BH3-])#[N:33].[Na+], predict the reaction product. The product is: [NH2:33][CH:1]([C:4]1[C:13]([N:14]2[CH2:19][CH2:18][N:17]([CH2:20][C:21]([N:23]([CH3:25])[CH3:24])=[O:22])[CH2:16][CH2:15]2)=[C:12]2[C:7]([CH:8]=[CH:9][CH:10]=[N:11]2)=[C:6]([Cl:26])[CH:5]=1)[CH3:2]. (4) Given the reactants [C:1]([O:4][CH2:5][C:6](Cl)=[O:7])(=[O:3])[CH3:2].[O:9]1[CH:13]=[CH:12][C:11]([O:14][CH2:15][C@@H:16]2[O:20][C:19](=[O:21])[N:18]([C:22]3[CH:27]=[CH:26][C:25]([C:28]4[CH2:34][CH:33]5[NH:35][CH:30]([CH2:31][CH2:32]5)[CH:29]=4)=[C:24]([F:36])[CH:23]=3)[CH2:17]2)=[N:10]1.CC(C)=O.C(=O)(O)[O-].[Na+], predict the reaction product. The product is: [O:9]1[CH:13]=[CH:12][C:11]([O:14][CH2:15][C@@H:16]2[O:20][C:19](=[O:21])[N:18]([C:22]3[CH:27]=[CH:26][C:25]([C:28]4[CH2:34][CH:33]5[N:35]([C:6](=[O:7])[CH2:5][O:4][C:1](=[O:3])[CH3:2])[CH:30]([CH2:31][CH2:32]5)[CH:29]=4)=[C:24]([F:36])[CH:23]=3)[CH2:17]2)=[N:10]1. (5) The product is: [C:11]([C:13]1[CH:14]=[C:15]([CH:18]=[CH:19][C:20]=1[F:21])[CH2:1][OH:3])#[N:12]. Given the reactants [CH:1]([OH:3])=O.C(N(CC)CC)C.[C:11]([C:13]1[CH:14]=[C:15]([CH:18]=[CH:19][C:20]=1[F:21])CBr)#[N:12].Cl, predict the reaction product. (6) Given the reactants [F:1][C:2]1[C:7]([OH:8])=[CH:6][CH:5]=[CH:4][C:3]=1[CH2:9][NH:10][C:11]([C:13]1[CH:14]=[C:15]2[C:20](=[CH:21][CH:22]=1)[N:19]=[CH:18][CH:17]=[CH:16]2)=[O:12].C(=O)([O-])[O-].[K+].[K+].CN(C=O)C.Br[CH2:35][C:36]#[C:37][CH3:38], predict the reaction product. The product is: [CH2:35]([O:8][C:7]1[C:2]([F:1])=[C:3]([CH2:9][NH:10][C:11]([C:13]2[CH:14]=[C:15]3[C:20](=[CH:21][CH:22]=2)[N:19]=[CH:18][CH:17]=[CH:16]3)=[O:12])[CH:4]=[CH:5][CH:6]=1)[C:36]#[C:37][CH3:38]. (7) Given the reactants [Br:1][C:2]1[CH:3]=[CH:4][C:5]([NH2:8])=[N:6][CH:7]=1.[C:9](Cl)([C:22]1[CH:27]=[CH:26][CH:25]=[CH:24][CH:23]=1)([C:16]1[CH:21]=[CH:20][CH:19]=[CH:18][CH:17]=1)[C:10]1[CH:15]=[CH:14][CH:13]=[CH:12][CH:11]=1.C(N(CC)CC)C, predict the reaction product. The product is: [Br:1][C:2]1[CH:3]=[CH:4][C:5]([NH:8][C:9]([C:10]2[CH:15]=[CH:14][CH:13]=[CH:12][CH:11]=2)([C:22]2[CH:23]=[CH:24][CH:25]=[CH:26][CH:27]=2)[C:16]2[CH:17]=[CH:18][CH:19]=[CH:20][CH:21]=2)=[N:6][CH:7]=1.